From a dataset of Full USPTO retrosynthesis dataset with 1.9M reactions from patents (1976-2016). Predict the reactants needed to synthesize the given product. (1) Given the product [NH2:8][C@H:12]([CH2:13][CH2:14][S:15][CH2:16][CH3:17])[CH:11]([OH:10])[C:18]([O:20][CH2:36][O:35][C:29](=[O:34])[C:30]([CH3:33])([CH3:32])[CH3:31])=[O:19], predict the reactants needed to synthesize it. The reactants are: C(OC([N:8]1[C@H:12]([CH2:13][CH2:14][S:15][CH2:16][CH3:17])[CH:11]([C:18]([OH:20])=[O:19])[O:10]C1(C)C)=O)(C)(C)C.C(=O)([O-])[O-].[Cs+].[Cs+].[C:29]([O:35][CH2:36]Cl)(=[O:34])[C:30]([CH3:33])([CH3:32])[CH3:31]. (2) Given the product [NH2:25][C:22]1[CH:23]=[CH:24][C:19]([C:17]([C:13]2[CH:14]=[C:15]3[C:10](=[CH:11][CH:12]=2)[N:9]=[CH:8][C:7]([N:4]2[CH2:5][CH2:6][O:1][CH2:2][CH2:3]2)=[N:16]3)=[O:18])=[CH:20][CH:21]=1, predict the reactants needed to synthesize it. The reactants are: [O:1]1[CH2:6][CH2:5][N:4]([C:7]2[CH:8]=[N:9][C:10]3[C:15]([N:16]=2)=[CH:14][C:13]([C:17]([C:19]2[CH:24]=[CH:23][C:22]([NH:25]C(=O)C(C)(C)C)=[CH:21][CH:20]=2)=[O:18])=[CH:12][CH:11]=3)[CH2:3][CH2:2]1.Cl.[OH-].[Na+]. (3) Given the product [O:48]1[CH2:49][CH:46]([N:43]2[CH2:42][CH2:41][N:40]([C:37]3[CH:38]=[CH:39][C:34]([NH2:33])=[CH:35][CH:36]=3)[CH2:45][CH2:44]2)[CH2:47]1, predict the reactants needed to synthesize it. The reactants are: C([O-])(=O)CCC([O-])=O.C(O)(=O)CCC(O)=O.NC1N=C(C2N=C([NH:33][C:34]3[CH:39]=[CH:38][C:37]([N:40]4[CH2:45][CH2:44][N:43]([CH:46]5[CH2:49][O:48][CH2:47]5)[CH2:42][CH2:41]4)=[CH:36][CH:35]=3)C3N(C=CN=3)C=2)C=NC=1.[Al].